This data is from Catalyst prediction with 721,799 reactions and 888 catalyst types from USPTO. The task is: Predict which catalyst facilitates the given reaction. Reactant: C1(S([N:10]2[C:14]3=[N:15][CH:16]=[C:17]([S:19][CH2:20][CH2:21][CH2:22][CH3:23])[CH:18]=[C:13]3[C:12]([C:24]3[CH:25]=[N:26][NH:27][CH:28]=3)=[CH:11]2)(=O)=O)C=CC=CC=1.[OH-].[Na+]. Product: [CH2:20]([S:19][C:17]1[CH:18]=[C:13]2[C:12]([C:24]3[CH:25]=[N:26][NH:27][CH:28]=3)=[CH:11][NH:10][C:14]2=[N:15][CH:16]=1)[CH2:21][CH2:22][CH3:23]. The catalyst class is: 8.